From a dataset of Catalyst prediction with 721,799 reactions and 888 catalyst types from USPTO. Predict which catalyst facilitates the given reaction. (1) Reactant: [C:1]([O:5][C:6](=[O:34])[CH2:7][C@H:8]([O:10][C:11]1[CH:16]=[CH:15][CH:14]=[CH:13][C:12]=1[C:17]1[CH:22]=[CH:21][C:20]([C:23]([O:25]CC2C=CC=CC=2)=[O:24])=[C:19]([F:33])[CH:18]=1)[CH3:9])([CH3:4])([CH3:3])[CH3:2]. Product: [C:1]([O:5][C:6](=[O:34])[CH2:7][C@H:8]([O:10][C:11]1[CH:16]=[CH:15][CH:14]=[CH:13][C:12]=1[C:17]1[CH:22]=[CH:21][C:20]([C:23]([OH:25])=[O:24])=[C:19]([F:33])[CH:18]=1)[CH3:9])([CH3:2])([CH3:3])[CH3:4]. The catalyst class is: 349. (2) Reactant: Br[C:2]1[CH:3]=[C:4]([N:11]2[CH2:16][CH2:15][O:14][CH2:13][CH2:12]2)[C:5]2[N:6]([CH:8]=[CH:9][N:10]=2)[CH:7]=1.[CH3:17][C:18]1[N:23]=[CH:22][C:21]([NH2:24])=[CH:20][C:19]=1B1OC(C)(C)C(C)(C)O1.C([O-])([O-])=O.[Na+].[Na+].C(Cl)Cl. Product: [CH3:17][C:18]1[N:23]=[CH:22][C:21]([NH2:24])=[CH:20][C:19]=1[C:2]1[CH:3]=[C:4]([N:11]2[CH2:16][CH2:15][O:14][CH2:13][CH2:12]2)[C:5]2[N:6]([CH:8]=[CH:9][N:10]=2)[CH:7]=1. The catalyst class is: 57. (3) Reactant: Cl.[C:2]1([C:8]2([NH2:11])[CH2:10][CH2:9]2)[CH:7]=[CH:6][CH:5]=[CH:4][CH:3]=1.C(N(C(C)C)CC)(C)C.[F:21][CH:22]([F:55])[O:23][C:24]1[N:32]=[C:31]([CH3:33])[C:30]([C:34]2[CH:39]=[CH:38][N:37]3[N:40]=[C:41]([C:47]4[CH:52]=[CH:51][C:50]([F:53])=[CH:49][CH:48]=4)[C:42]([C:43](=[O:46])[NH:44][CH3:45])=[C:36]3[C:35]=2[F:54])=[CH:29][C:25]=1[C:26]([OH:28])=[O:27].CN(C(ON1N=NC2C=CC=NC1=2)=[N+](C)C)C.F[P-](F)(F)(F)(F)F. Product: [C:26]([O-:28])(=[O:27])[CH3:25].[NH4+:11].[F:55][CH:22]([F:21])[O:23][C:24]1[N:32]=[C:31]([CH3:33])[C:30]([C:34]2[CH:39]=[CH:38][N:37]3[N:40]=[C:41]([C:47]4[CH:52]=[CH:51][C:50]([F:53])=[CH:49][CH:48]=4)[C:42]([C:43]([NH:44][CH3:45])=[O:46])=[C:36]3[C:35]=2[F:54])=[CH:29][C:25]=1[C:26](=[O:27])[NH:11][C:8]1([C:2]2[CH:7]=[CH:6][CH:5]=[CH:4][CH:3]=2)[CH2:10][CH2:9]1. The catalyst class is: 3. (4) Product: [I:15][C:16]1[CH:24]=[CH:23][C:19]([C:20]([NH:7][CH:4]2[CH2:5][CH2:6][O:1][CH2:2][CH2:3]2)=[O:21])=[CH:18][CH:17]=1. The catalyst class is: 1. Reactant: [O:1]1[CH2:6][CH2:5][CH:4]([NH2:7])[CH2:3][CH2:2]1.C(N(CC)CC)C.[I:15][C:16]1[CH:24]=[CH:23][C:19]([C:20](Cl)=[O:21])=[CH:18][CH:17]=1.